This data is from Forward reaction prediction with 1.9M reactions from USPTO patents (1976-2016). The task is: Predict the product of the given reaction. (1) The product is: [OH:34][CH2:16][CH2:15][CH2:14][CH:13]([C:17]1[CH:18]=[CH:19][C:20]([C:21]#[N:22])=[CH:23][CH:24]=1)[O:12][C:11]1[CH:25]=[CH:26][C:8]([O:7][CH:2]2[CH2:3][CH2:4][CH2:5][CH2:6][O:1]2)=[CH:9][CH:10]=1. Given the reactants [O:1]1[CH2:6][CH2:5][CH2:4][CH2:3][CH:2]1[O:7][C:8]1[CH:26]=[CH:25][C:11]([O:12][CH:13]([C:17]2[CH:24]=[CH:23][C:20]([C:21]#[N:22])=[CH:19][CH:18]=2)[CH2:14][CH:15]=[CH2:16])=[CH:10][CH:9]=1.B.CSC.C1C[O:34]CC1, predict the reaction product. (2) Given the reactants [NH2:1][C@@H:2]1[CH2:7][C@@H:6]([CH2:8][CH2:9][CH2:10][CH:11]=[CH2:12])[O:5][C@:4]([C@@H:15]2[CH2:19][S:18][C:17](=[O:20])[N:16]2[CH2:21][C:22]2[CH:27]=[CH:26][C:25]([O:28][CH3:29])=[CH:24][CH:23]=2)([O:13][CH3:14])[CH2:3]1.[CH3:30]/[C:31](/[CH2:36][CH2:37][CH:38]=[CH2:39])=[CH:32]/[C:33](O)=[O:34].C1C=CC2N(O)N=NC=2C=1.C(Cl)CCl, predict the reaction product. The product is: [CH3:14][O:13][C@:4]1([C@@H:15]2[CH2:19][S:18][C:17](=[O:20])[N:16]2[CH2:21][C:22]2[CH:27]=[CH:26][C:25]([O:28][CH3:29])=[CH:24][CH:23]=2)[CH2:3][C@H:2]([NH:1][C:33](=[O:34])/[CH:32]=[C:31](/[CH3:30])\[CH2:36][CH2:37][CH:38]=[CH2:39])[CH2:7][C@@H:6]([CH2:8][CH2:9][CH2:10][CH:11]=[CH2:12])[O:5]1.